From a dataset of Full USPTO retrosynthesis dataset with 1.9M reactions from patents (1976-2016). Predict the reactants needed to synthesize the given product. (1) Given the product [OH:7][CH2:8][C:9]1[N:10]=[C:11]([C:14]2[CH:33]=[C:32]([CH2:31][C:26]([CH3:34])([CH3:25])[C:27]([O:29][CH3:30])=[O:28])[O:16][N:15]=2)[S:12][CH:13]=1, predict the reactants needed to synthesize it. The reactants are: C[Si](C)(C)CCOC[O:7][CH2:8][C:9]1[N:10]=[C:11]([C:14]2C=C(C(O)(C)C)[O:16][N:15]=2)[S:12][CH:13]=1.[CH3:25][C:26]([CH3:34])([CH2:31][C:32]#[CH:33])[C:27]([O:29][CH3:30])=[O:28]. (2) The reactants are: [F:1][C:2]1[CH:10]=[C:9]([N+:11]([O-])=O)[CH:8]=[CH:7][C:3]=1[C:4]([OH:6])=[O:5].[H][H]. Given the product [NH2:11][C:9]1[CH:8]=[CH:7][C:3]([C:4]([OH:6])=[O:5])=[C:2]([F:1])[CH:10]=1, predict the reactants needed to synthesize it. (3) Given the product [F:31][C:32]1[CH:40]=[CH:39][CH:38]=[CH:37][C:33]=1[C:34]([NH:1][C:2]1[CH:7]=[CH:6][CH:5]=[C:4]([C:8]2[N:13]3[N:14]=[CH:15][C:16]([C:17]([C:19]4[S:20][CH:21]=[CH:22][CH:23]=4)=[O:18])=[C:12]3[N:11]=[CH:10][CH:9]=2)[CH:3]=1)=[O:35], predict the reactants needed to synthesize it. The reactants are: [NH2:1][C:2]1[CH:3]=[C:4]([C:8]2[N:13]3[N:14]=[CH:15][C:16]([C:17]([C:19]4[S:20][CH:21]=[CH:22][CH:23]=4)=[O:18])=[C:12]3[N:11]=[CH:10][CH:9]=2)[CH:5]=[CH:6][CH:7]=1.C(N(CC)CC)C.[F:31][C:32]1[CH:40]=[CH:39][CH:38]=[CH:37][C:33]=1[C:34](Cl)=[O:35]. (4) Given the product [O:21]1[C:22]2[C:14]([CH:11]3[CH2:12][CH2:13][NH:8][CH2:9][CH2:10]3)=[CH:15][CH:16]=[CH:17][C:18]=2[CH2:19][CH2:20]1, predict the reactants needed to synthesize it. The reactants are: C([N:8]1[CH2:13][CH:12]=[C:11]([C:14]2[C:22]3[O:21][CH2:20][CH2:19][C:18]=3[CH:17]=[C:16](Br)[CH:15]=2)[CH2:10][CH2:9]1)C1C=CC=CC=1. (5) The reactants are: [CH:1]([N:4]1[CH2:9][CH2:8][CH:7]([C:10]([NH:12][OH:13])=[NH:11])[CH2:6][CH2:5]1)([CH3:3])[CH3:2].[CH:14]1([C:20]2[CH:28]=[CH:27][C:23]([C:24](Cl)=O)=[CH:22][CH:21]=2)[CH2:19][CH2:18][CH2:17][CH2:16][CH2:15]1. Given the product [CH:1]([N:4]1[CH2:9][CH2:8][CH:7]([C:10]2[N:11]=[C:24]([C:23]3[CH:27]=[CH:28][C:20]([CH:14]4[CH2:15][CH2:16][CH2:17][CH2:18][CH2:19]4)=[CH:21][CH:22]=3)[O:13][N:12]=2)[CH2:6][CH2:5]1)([CH3:3])[CH3:2], predict the reactants needed to synthesize it. (6) Given the product [CH3:32][O:31][C:29]1[CH:30]=[C:25]([C:21]2[CH:20]=[C:19]([CH2:18][O:17][CH:14]3[CH2:13][CH2:12][NH:11][CH2:16][CH2:15]3)[CH:24]=[CH:23][N:22]=2)[CH:26]=[C:27]([O:35][CH3:36])[C:28]=1[O:33][CH3:34], predict the reactants needed to synthesize it. The reactants are: C(OC([N:11]1[CH2:16][CH2:15][CH:14]([O:17][CH2:18][C:19]2[CH:24]=[CH:23][N:22]=[C:21]([C:25]3[CH:30]=[C:29]([O:31][CH3:32])[C:28]([O:33][CH3:34])=[C:27]([O:35][CH3:36])[CH:26]=3)[CH:20]=2)[CH2:13][CH2:12]1)=O)C1C=CC=CC=1.[OH-].[K+]. (7) Given the product [S:10]1[C:15]2=[C:16]3[C:20](=[CH:21][CH:22]=[C:14]2[O:13][CH2:12][CH2:11]1)[NH:19][C:18]([C:23]([O:25][CH2:26][CH3:27])=[O:24])=[CH:17]3, predict the reactants needed to synthesize it. The reactants are: C1C(=O)N(Cl)C(=O)C1.C[S:10][CH2:11][CH2:12][O:13][C:14]1[CH:15]=[C:16]2[C:20](=[CH:21][CH:22]=1)[NH:19][C:18]([C:23]([O:25][CH2:26][CH3:27])=[O:24])=[CH:17]2. (8) Given the product [CH2:4]([O:11][C:12]1[CH:33]=[CH:32][C:15]([CH2:16][O:17]/[N:18]=[C:19](/[C:26]2[CH:31]=[CH:30][CH:29]=[CH:28][CH:27]=2)\[CH2:20][CH2:21][C:22]([OH:24])=[O:23])=[CH:14][CH:13]=1)[C:5]1[CH:6]=[CH:7][CH:8]=[CH:9][CH:10]=1, predict the reactants needed to synthesize it. The reactants are: O.[OH-].[Li+].[CH2:4]([O:11][C:12]1[CH:33]=[CH:32][C:15]([CH2:16][O:17]/[N:18]=[C:19](/[C:26]2[CH:31]=[CH:30][CH:29]=[CH:28][CH:27]=2)\[CH2:20][CH2:21][C:22]([O:24]C)=[O:23])=[CH:14][CH:13]=1)[C:5]1[CH:10]=[CH:9][CH:8]=[CH:7][CH:6]=1.O.Cl.